This data is from Reaction yield outcomes from USPTO patents with 853,638 reactions. The task is: Predict the reaction yield, written as a fraction of the theoretical maximum amount of product (1.0 means a 100% yield; for example, 0.34 means a 34% yield). The reactants are [C:1]([N:9]1[C@@H:13]([CH3:14])[C:12](=[O:15])OC1=O)(=[O:8])[C:2]1[CH:7]=[CH:6][CH:5]=[CH:4][CH:3]=1.[C:17]1([CH3:26])[CH:22]=[CH:21][C:20]([C@@H:23]([NH2:25])[CH3:24])=[CH:19][CH:18]=1.CN1CCOCC1.Cl. The catalyst is C(OCC)(=O)C. The product is [C:17]1([CH3:26])[CH:22]=[CH:21][C:20]([C@@H:23]([NH:25][C:12](=[O:15])[C@H:13]([CH3:14])[NH:9][C:1](=[O:8])[C:2]2[CH:3]=[CH:4][CH:5]=[CH:6][CH:7]=2)[CH3:24])=[CH:19][CH:18]=1. The yield is 0.970.